This data is from Full USPTO retrosynthesis dataset with 1.9M reactions from patents (1976-2016). The task is: Predict the reactants needed to synthesize the given product. (1) Given the product [C:21]([C:19]1[CH:20]=[C:2]([NH:1][C:24]2[N:29]=[C:28]([O:30][C:31]3[C:40]4[C:35](=[CH:36][CH:37]=[CH:38][CH:39]=4)[C:34]([NH:41][C:42](=[O:48])[O:43][C:44]([CH3:46])([CH3:45])[CH3:47])=[CH:33][CH:32]=3)[CH:27]=[CH:26][N:25]=2)[CH:3]=[C:4]([C:5](=[O:6])[NH:7][CH2:8][CH2:9][O:10][CH2:11][CH2:12][O:13][CH2:14][CH2:15][O:16][CH3:17])[CH:18]=1)#[CH:22], predict the reactants needed to synthesize it. The reactants are: [NH2:1][C:2]1[CH:3]=[C:4]([CH:18]=[C:19]([C:21]#[CH:22])[CH:20]=1)[C:5]([NH:7][CH2:8][CH2:9][O:10][CH2:11][CH2:12][O:13][CH2:14][CH2:15][O:16][CH3:17])=[O:6].Cl[C:24]1[N:29]=[C:28]([O:30][C:31]2[C:40]3[C:35](=[CH:36][CH:37]=[CH:38][CH:39]=3)[C:34]([NH:41][C:42](=[O:48])[O:43][C:44]([CH3:47])([CH3:46])[CH3:45])=[CH:33][CH:32]=2)[CH:27]=[CH:26][N:25]=1. (2) Given the product [F:16][C:17]([F:28])([F:27])[C:18]1[CH:23]=[C:22]([C:2]2[CH:3]=[CH:4][C:5]3[N:6]([C:8]([C:11]([O:13][CH2:14][CH3:15])=[O:12])=[CH:9][N:10]=3)[N:7]=2)[CH:21]=[CH:20][CH:19]=1, predict the reactants needed to synthesize it. The reactants are: Cl[C:2]1[CH:3]=[CH:4][C:5]2[N:6]([C:8]([C:11]([O:13][CH2:14][CH3:15])=[O:12])=[CH:9][N:10]=2)[N:7]=1.[F:16][C:17]([F:28])([F:27])[C:18]1[CH:19]=[C:20](B(O)O)[CH:21]=[CH:22][CH:23]=1.C([O-])([O-])=O.[Cs+].[Cs+]. (3) Given the product [CH2:1]([O:3][C:4](=[O:14])[C:5]1[C:10]([CH2:11][Br:22])=[CH:9][CH:8]=[C:7]([F:12])[C:6]=1[I:13])[CH3:2], predict the reactants needed to synthesize it. The reactants are: [CH2:1]([O:3][C:4](=[O:14])[C:5]1[C:10]([CH3:11])=[CH:9][CH:8]=[C:7]([F:12])[C:6]=1[I:13])[CH3:2].C1C(=O)N([Br:22])C(=O)C1.CC(N=NC(C#N)(C)C)(C#N)C. (4) Given the product [Cl:30][C:29]1[CH:28]=[C:27]2[C:23]([C:24]([CH:31]=[O:32])=[CH:25][NH:26]2)=[CH:22][C:21]=1[C:8]1[CH:9]=[CH:10][C:11]([O:14][CH:15]2[CH2:16][O:17][CH2:18]2)=[CH:12][CH:13]=1, predict the reactants needed to synthesize it. The reactants are: CC1(C)COB([C:8]2[CH:13]=[CH:12][C:11]([O:14][CH:15]3[CH2:18][O:17][CH2:16]3)=[CH:10][CH:9]=2)OC1.Br[C:21]1[CH:22]=[C:23]2[C:27](=[CH:28][C:29]=1[Cl:30])[NH:26][CH:25]=[C:24]2[CH:31]=[O:32].C(=O)([O-])[O-].[K+].[K+].C1(C)C=CC=CC=1. (5) The reactants are: [C:1]([NH:18][C@H:19]([C:23]([OH:25])=[O:24])[CH:20]([CH3:22])[CH3:21])([O:3][CH2:4][CH:5]1[C:17]2[C:12](=[CH:13][CH:14]=[CH:15][CH:16]=2)[C:11]2[C:6]1=[CH:7][CH:8]=[CH:9][CH:10]=2)=[O:2].CCN(C(C)C)C(C)C.[Cl-].O[C@H:37](/[CH:64]=[CH:65]/[CH2:66][CH2:67][S:68][C:69]([C:82]1[CH:87]=[CH:86][CH:85]=[CH:84][CH:83]=1)([C:76]1[CH:81]=[CH:80][CH:79]=[CH:78][CH:77]=1)[C:70]1[CH:75]=[CH:74][CH:73]=[CH:72][CH:71]=1)[CH2:38][C:39]([NH:41][CH2:42][C:43]1[N:48]=[C:47]([C:49]2[CH:54]=[CH:53][CH:52]=[C:51]([C:55]([O:57][CH2:58][CH2:59][Si:60]([CH3:63])([CH3:62])[CH3:61])=[O:56])[N:50]=2)[CH:46]=[CH:45][CH:44]=1)=[O:40]. Given the product [CH:7]1[C:6]2[CH:5]([CH2:4][O:3][C:1](=[O:2])[NH:18][C@H:19]([CH:20]([CH3:21])[CH3:22])[C:23](=[O:25])[O:24][C@H:37](/[CH:64]=[CH:65]/[CH2:66][CH2:67][S:68][C:69]([C:82]3[CH:87]=[CH:86][CH:85]=[CH:84][CH:83]=3)([C:76]3[CH:77]=[CH:78][CH:79]=[CH:80][CH:81]=3)[C:70]3[CH:71]=[CH:72][CH:73]=[CH:74][CH:75]=3)[CH2:38][C:39](=[O:40])[NH:41][CH2:42][C:43]3[N:48]=[C:47]([C:49]4[CH:54]=[CH:53][CH:52]=[C:51]([C:55]([O:57][CH2:58][CH2:59][Si:60]([CH3:61])([CH3:63])[CH3:62])=[O:56])[N:50]=4)[CH:46]=[CH:45][CH:44]=3)[C:17]3[C:12](=[CH:13][CH:14]=[CH:15][CH:16]=3)[C:11]=2[CH:10]=[CH:9][CH:8]=1, predict the reactants needed to synthesize it.